Dataset: Full USPTO retrosynthesis dataset with 1.9M reactions from patents (1976-2016). Task: Predict the reactants needed to synthesize the given product. (1) Given the product [Br:15][C:8]1[C:7]([C:1]2[CH:2]=[CH:3][CH:4]=[CH:5][CH:6]=2)=[C:11]([CH2:12][CH2:13][CH3:14])[NH:10][N:9]=1, predict the reactants needed to synthesize it. The reactants are: [C:1]1([C:7]2[CH:8]=[N:9][NH:10][C:11]=2[CH2:12][CH2:13][CH3:14])[CH:6]=[CH:5][CH:4]=[CH:3][CH:2]=1.[Br:15]N1C(=O)CCC1=O. (2) The reactants are: [N:1]1([C:7]2[CH:8]=[C:9]3[C:13](=[CH:14][CH:15]=2)NC=C3)[CH2:6][CH2:5][NH:4][CH2:3][CH2:2]1.[NH2:16][C:17]1C=C2C(C=CN2)=C[CH:18]=1. Given the product [N:1]1([C:7]2[CH:8]=[C:9]3[C:13]([CH:18]=[CH:17][NH:16]3)=[CH:14][CH:15]=2)[CH2:2][CH2:3][NH:4][CH2:5][CH2:6]1, predict the reactants needed to synthesize it. (3) Given the product [C:1]([O:9][C@@H:10]([CH2:89][C:90]([Br:92])=[CH2:91])[CH2:11][CH2:12][C@@:13]12[O:88][C@@H:16]3[C@H:17]4[C@@H:22]([O:23][C@@H:15]3[CH2:14]1)[C@@H:21]([O:24]2)[C@H:20]1[O:25][C@@H:26]([CH2:29][C:30](=[O:87])[CH:31]([C@@H:41]2[C@@H:45]([O:46][CH3:47])[C@@H:44]([CH2:48][C@H:49]([O:59][Si:60]([C:63]([CH3:66])([CH3:64])[CH3:65])([CH3:61])[CH3:62])[CH2:50][O:51][Si:52]([C:55]([CH3:57])([CH3:56])[CH3:58])([CH3:54])[CH3:53])[O:43][C@H:42]2[CH2:67][C@@H:68]2[C:73](=[CH2:74])[C@H:72]([CH3:75])[CH2:71][C@H:70]([CH2:76][CH2:77][CH2:78][O:79][Si:80]([CH2:81][CH3:82])([CH2:85][CH3:86])[CH2:83][CH3:84])[O:69]2)[S:32]([C:35]2[CH:36]=[CH:37][CH:38]=[CH:39][CH:40]=2)(=[O:33])=[O:34])[CH2:27][CH2:28][C@@H:19]1[O:18]4)(=[O:8])[C:2]1[CH:3]=[CH:4][CH:5]=[CH:6][CH:7]=1, predict the reactants needed to synthesize it. The reactants are: [C:1]([O:9][C@@H:10]([CH2:89][C:90]([Br:92])=[CH2:91])[CH2:11][CH2:12][C@@:13]12[O:88][C@@H:16]3[C@H:17]4[C@@H:22]([O:23][C@@H:15]3[CH2:14]1)[C@@H:21]([O:24]2)[C@H:20]1[O:25][C@@H:26]([CH2:29][CH:30]([OH:87])[CH:31]([C@@H:41]2[C@@H:45]([O:46][CH3:47])[C@@H:44]([CH2:48][C@H:49]([O:59][Si:60]([C:63]([CH3:66])([CH3:65])[CH3:64])([CH3:62])[CH3:61])[CH2:50][O:51][Si:52]([C:55]([CH3:58])([CH3:57])[CH3:56])([CH3:54])[CH3:53])[O:43][C@H:42]2[CH2:67][C@@H:68]2[C:73](=[CH2:74])[C@H:72]([CH3:75])[CH2:71][C@H:70]([CH2:76][CH2:77][CH2:78][O:79][Si:80]([CH2:85][CH3:86])([CH2:83][CH3:84])[CH2:81][CH3:82])[O:69]2)[S:32]([C:35]2[CH:40]=[CH:39][CH:38]=[CH:37][CH:36]=2)(=[O:34])=[O:33])[CH2:27][CH2:28][C@@H:19]1[O:18]4)(=[O:8])[C:2]1[CH:7]=[CH:6][CH:5]=[CH:4][CH:3]=1.C(=O)(O)[O-].[Na+].CC(OI1(OC(C)=O)(OC(C)=O)OC(=O)C2C=CC=CC1=2)=O.CC(OC)(C)C. (4) Given the product [OH:26][C@@H:24]([C:13]1[N:12]([C@H:9]2[CH2:10][CH2:11][C@H:6]([CH2:5][C:4]([OH:27])=[O:3])[CH2:7][CH2:8]2)[C:16]2=[C:17]3[S:23][CH:22]=[CH:21][C:18]3=[N:19][CH:20]=[C:15]2[N:14]=1)[CH3:25], predict the reactants needed to synthesize it. The reactants are: C([O:3][C:4](=[O:27])[CH2:5][C@H:6]1[CH2:11][CH2:10][C@H:9]([N:12]2[C:16]3=[C:17]4[S:23][CH:22]=[CH:21][C:18]4=[N:19][CH:20]=[C:15]3[N:14]=[C:13]2[C@H:24]([OH:26])[CH3:25])[CH2:8][CH2:7]1)C.O.[OH-].[Li+].CO.Cl. (5) Given the product [C:16]1([C:2]2[CH:3]=[CH:4][C:5]3[NH:6][C:7]4[C:12]([C:13]=3[CH:14]=2)=[CH:11][C:10]([C:42]2[CH:40]=[CH:43][CH:49]=[CH:48][CH:25]=2)=[CH:9][CH:8]=4)[CH:21]=[CH:20][CH:19]=[CH:18][CH:17]=1, predict the reactants needed to synthesize it. The reactants are: Br[C:2]1[CH:3]=[CH:4][C:5]2[NH:6][C:7]3[C:12]([C:13]=2[CH:14]=1)=[CH:11][C:10](Br)=[CH:9][CH:8]=3.[C:16]1(B(O)O)[CH:21]=[CH:20][CH:19]=[CH:18][CH:17]=1.[C:25](=O)([O-])[O-].[Na+].[Na+].C(P([C:40]([CH3:43])([CH3:42])C)C(C)(C)C)(C)(C)C.O1[CH2:49][CH2:48]OCC1.